Predict the reaction yield, written as a fraction of the theoretical maximum amount of product (1.0 means a 100% yield; for example, 0.34 means a 34% yield). From a dataset of Reaction yield outcomes from USPTO patents with 853,638 reactions. The reactants are [F:1][C:2]1[CH:3]=[C:4]([CH2:10][C:11]([OH:13])=[O:12])[CH:5]=[CH:6][C:7]=1[S:8][CH3:9].[CH3:14][Si]([N-][Si](C)(C)C)(C)C.[Li+].CI.C(OCC)(=O)C.CCCCCC. The catalyst is C1COCC1. The product is [F:1][C:2]1[CH:3]=[C:4]([CH:10]([CH3:14])[C:11]([OH:13])=[O:12])[CH:5]=[CH:6][C:7]=1[S:8][CH3:9]. The yield is 0.310.